Dataset: Forward reaction prediction with 1.9M reactions from USPTO patents (1976-2016). Task: Predict the product of the given reaction. (1) Given the reactants [Cl:1][C:2]1[CH:3]=[C:4]([CH:8]2[C:12]([C:15]3[CH:20]=[CH:19][C:18]([Cl:21])=[CH:17][CH:16]=3)([C:13]#[N:14])[CH:11]([CH2:22][C:23]([CH3:26])([CH3:25])[CH3:24])[NH:10][CH:9]2[C:27]([OH:29])=O)[CH:5]=[CH:6][CH:7]=1.[NH2:30][CH2:31][C:32]1[CH:37]=[CH:36][C:35]([N:38]2[CH2:42][CH2:41][CH2:40][C:39]2=[O:43])=[CH:34][CH:33]=1.CN(C(ON1N=NC2C=CC=NC1=2)=[N+](C)C)C.F[P-](F)(F)(F)(F)F.CCN(C(C)C)C(C)C, predict the reaction product. The product is: [O:43]=[C:39]1[CH2:40][CH2:41][CH2:42][N:38]1[C:35]1[CH:36]=[CH:37][C:32]([CH2:31][NH:30][C:27]([CH:9]2[CH:8]([C:4]3[CH:5]=[CH:6][CH:7]=[C:2]([Cl:1])[CH:3]=3)[C:12]([C:15]3[CH:20]=[CH:19][C:18]([Cl:21])=[CH:17][CH:16]=3)([C:13]#[N:14])[CH:11]([CH2:22][C:23]([CH3:24])([CH3:25])[CH3:26])[NH:10]2)=[O:29])=[CH:33][CH:34]=1. (2) The product is: [F:13][C:3]1[CH:4]=[C:5]([CH2:8][CH2:9][NH2:10])[CH:6]=[CH:7][C:2]=1[F:1]. Given the reactants [F:1][C:2]1[CH:7]=[CH:6][C:5](/[CH:8]=[CH:9]/[N+:10]([O-])=O)=[CH:4][C:3]=1[F:13].[Li+].[BH4-].Cl[Si](C)(C)C, predict the reaction product.